This data is from Forward reaction prediction with 1.9M reactions from USPTO patents (1976-2016). The task is: Predict the product of the given reaction. (1) Given the reactants [CH3:1][C:2]1[C:7]([NH:8][C:9]([CH2:11][N:12]2[CH2:17][CH2:16][N:15]([CH2:18][CH:19]([OH:30])[CH2:20][O:21][C:22]3[CH:23]=[CH:24][CH:25]=[CH:26][C:27]=3[O:28][CH3:29])[CH2:14][CH2:13]2)=[O:10])=[C:6]([CH3:31])[CH:5]=[CH:4][CH:3]=1.[C:32]([OH:37])(=[O:36])[C:33]([OH:35])=[O:34], predict the reaction product. The product is: [CH3:1][C:2]1[C:7]([NH:8][C:9]([CH2:11][N:12]2[CH2:13][CH2:14][N:15]([CH2:18][CH:19]([OH:30])[CH2:20][O:21][C:22]3[CH:23]=[CH:24][CH:25]=[CH:26][C:27]=3[O:28][CH3:29])[CH2:16][CH2:17]2)=[O:10])=[C:6]([CH3:31])[CH:5]=[CH:4][CH:3]=1.[C:32]([O-:37])(=[O:36])[C:33]([O-:35])=[O:34]. (2) Given the reactants C([O:5][C:6](=O)[C:7]([C:10]1[CH:15]=[CH:14][C:13]([Br:16])=[CH:12][N:11]=1)([F:9])[F:8])(C)(C)C.[NH3:18], predict the reaction product. The product is: [Br:16][C:13]1[CH:14]=[CH:15][C:10]([C:7]([F:9])([F:8])[C:6]([NH2:18])=[O:5])=[N:11][CH:12]=1. (3) Given the reactants Br[C:2]1[CH:3]=[C:4]([CH:7]=[CH:8][C:9]=1[O:10][CH:11]1[CH2:16][CH2:15][CH2:14][CH2:13][O:12]1)[C:5]#[N:6].[N:17]1[CH:22]=[CH:21][C:20](B(O)O)=[CH:19][CH:18]=1.C(=O)([O-])[O-].[Cs+].[Cs+], predict the reaction product. The product is: [N:17]1[CH:22]=[CH:21][C:20]([C:2]2[CH:3]=[C:4]([CH:7]=[CH:8][C:9]=2[O:10][CH:11]2[CH2:16][CH2:15][CH2:14][CH2:13][O:12]2)[C:5]#[N:6])=[CH:19][CH:18]=1. (4) Given the reactants [O:1]=[C:2]1[N:13]2[C:14]3[N:9]([CH:10]([CH2:15][N:16]4[CH2:21][CH2:20][CH:19]([NH:22]C(=O)OC(C)(C)C)[CH2:18][CH2:17]4)[CH2:11][CH2:12]2)[C:8](=[O:30])[CH:7]=[CH:6][C:5]=3[N:4]=[CH:3]1.[ClH:31], predict the reaction product. The product is: [ClH:31].[ClH:31].[NH2:22][CH:19]1[CH2:20][CH2:21][N:16]([CH2:15][CH:10]2[N:9]3[C:14]4[N:13]([C:2](=[O:1])[CH:3]=[N:4][C:5]=4[CH:6]=[CH:7][C:8]3=[O:30])[CH2:12][CH2:11]2)[CH2:17][CH2:18]1. (5) Given the reactants [Cl:1][C:2]1[CH:7]=[C:6]([Cl:8])[C:5]([O:9][CH3:10])=[CH:4][C:3]=1[NH:11][C:12]1[C:21]2[C:16](=[CH:17][C:18](F)=[C:19]([O:22][CH2:23][CH3:24])[CH:20]=2)[N:15]=[CH:14][C:13]=1[C:26]#[N:27].[CH2:28]([N:30]1[CH2:35][CH2:34][N:33]([CH2:36][CH2:37][CH2:38][OH:39])[CH2:32][CH2:31]1)[CH3:29].[H-].[Na+].C(=O)(O)[O-].[Na+], predict the reaction product. The product is: [Cl:1][C:2]1[CH:7]=[C:6]([Cl:8])[C:5]([O:9][CH3:10])=[CH:4][C:3]=1[NH:11][C:12]1[C:21]2[C:16](=[CH:17][C:18]([O:39][CH2:38][CH2:37][CH2:36][N:33]3[CH2:32][CH2:31][N:30]([CH2:28][CH3:29])[CH2:35][CH2:34]3)=[C:19]([O:22][CH2:23][CH3:24])[CH:20]=2)[N:15]=[CH:14][C:13]=1[C:26]#[N:27]. (6) Given the reactants [NH:1]1[C:9]2[C:4](=[CH:5][C:6]([C:10]([OH:12])=[O:11])=[CH:7][CH:8]=2)[CH:3]=[CH:2]1.[CH3:13][Si](C=[N+]=[N-])(C)C, predict the reaction product. The product is: [CH3:13][O:11][C:10]([C:6]1[CH:5]=[C:4]2[C:9](=[CH:8][CH:7]=1)[NH:1][CH:2]=[CH:3]2)=[O:12]. (7) Given the reactants [C:1]([C:3]1[CH:8]=[CH:7][C:6]([C:9]2[CH:13]=[C:12]([C:14]([O:16]CC)=[O:15])[N:11]([CH3:19])[N:10]=2)=[CH:5][CH:4]=1)#[N:2].[Li+].[OH-].O.Cl, predict the reaction product. The product is: [C:1]([C:3]1[CH:4]=[CH:5][C:6]([C:9]2[CH:13]=[C:12]([C:14]([OH:16])=[O:15])[N:11]([CH3:19])[N:10]=2)=[CH:7][CH:8]=1)#[N:2]. (8) Given the reactants O1[C:5]2([CH2:10][CH2:9][N:8]([C:11]3[CH:16]=[CH:15][C:14]([N:17]4[CH2:21][C@H:20]([CH2:22][N:23]5[CH:27]=[CH:26][N:25]=[N:24]5)[O:19][C:18]4=[O:28])=[CH:13][C:12]=3[F:29])[CH2:7][CH2:6]2)[O:4]CC1, predict the reaction product. The product is: [O:4]=[C:5]1[CH2:6][CH2:7][N:8]([C:11]2[CH:16]=[CH:15][C:14]([N:17]3[CH2:21][C@H:20]([CH2:22][N:23]4[CH:27]=[CH:26][N:25]=[N:24]4)[O:19][C:18]3=[O:28])=[CH:13][C:12]=2[F:29])[CH2:9][CH2:10]1. (9) Given the reactants Cl[C:2](Cl)(Cl)C(O)=O.C([Zn]CC)C.ICI.[N+:16]([C:19]1[C:28]([O:29][CH:30]=[CH2:31])=[CH:27][CH:26]=[CH:25][C:20]=1[C:21]([O:23][CH3:24])=[O:22])([O-:18])=[O:17], predict the reaction product. The product is: [CH:30]1([O:29][C:28]2[C:19]([N+:16]([O-:18])=[O:17])=[C:20]([CH:25]=[CH:26][CH:27]=2)[C:21]([O:23][CH3:24])=[O:22])[CH2:2][CH2:31]1.